This data is from Full USPTO retrosynthesis dataset with 1.9M reactions from patents (1976-2016). The task is: Predict the reactants needed to synthesize the given product. (1) Given the product [NH2:26][C:24]1[C:25]2=[C:17]([C:12]3[CH:13]=[CH:14][C:15]4[C:10]([CH:11]=3)=[N:9][N:8]([CH2:1][C:2]3[CH:3]=[CH:4][CH:5]=[CH:6][CH:7]=3)[CH:16]=4)[CH:18]=[C:19]([C:27]3[CH:28]=[C:29]([CH2:33][OH:34])[CH:30]=[CH:31][CH:32]=3)[N:20]2[N:21]=[CH:22][N:23]=1, predict the reactants needed to synthesize it. The reactants are: [CH2:1]([N:8]1[CH:16]=[C:15]2[C:10]([CH:11]=[C:12]([C:17]3[CH:18]=[C:19]([C:27]4[CH:32]=[CH:31][CH:30]=[C:29]([C:33](C)(C)[O:34][SiH2]C(C)(C)C)[CH:28]=4)[N:20]4[C:25]=3[C:24]([NH2:26])=[N:23][CH:22]=[N:21]4)[CH:13]=[CH:14]2)=[N:9]1)[C:2]1[CH:7]=[CH:6][CH:5]=[CH:4][CH:3]=1.C1COCC1.O. (2) Given the product [CH3:8][CH2:9][O:11][C:34]([CH3:35])=[O:39].[CH3:42][CH2:41][N:43]([CH2:46][CH3:47])[CH2:44][CH3:45], predict the reactants needed to synthesize it. The reactants are: C(C1C=[C:9]([O:11]C)[CH:8]=C(C2C(O)=C(C(C)(C)C)C=C(OC)C=2)C=1O)(C)(C)C.C1(O)C(C2[C:34]([OH:39])=[CH:35]C=CC=2)=CC=CC=1.[CH2:41]([N:43]([CH2:46][CH3:47])[CH2:44][CH3:45])[CH3:42].P(Cl)([O-])[O-]. (3) Given the product [Cl:45][C:28]1[CH:27]=[C:26]([NH:25][C:22]2[C:23]3[N:15]([CH2:14][CH2:13][O:12][CH2:11][CH2:10][OH:9])[CH:16]=[CH:17][C:18]=3[N:19]=[CH:20][N:21]=2)[CH:44]=[CH:43][C:29]=1[O:30][C:31]1[CH:32]=[C:33]([C:37](=[O:42])[C:38]([CH3:41])([CH3:39])[CH3:40])[CH:34]=[CH:35][CH:36]=1, predict the reactants needed to synthesize it. The reactants are: C([O:9][CH2:10][CH2:11][O:12][CH2:13][CH2:14][N:15]1[C:23]2[C:22](Cl)=[N:21][CH:20]=[N:19][C:18]=2[CH:17]=[CH:16]1)(=O)C1C=CC=CC=1.[NH2:25][C:26]1[CH:44]=[CH:43][C:29]([O:30][C:31]2[CH:32]=[C:33]([C:37](=[O:42])[C:38]([CH3:41])([CH3:40])[CH3:39])[CH:34]=[CH:35][CH:36]=2)=[C:28]([Cl:45])[CH:27]=1.C(O)(C)C.[OH-].[Na+]. (4) The reactants are: [H-].[Na+].[C:3]([O:7][C:8](=[O:38])[N:9]([CH2:18][C:19]1[CH:20]=[N:21][C:22]([CH3:37])=[C:23]([O:27][CH2:28][C:29]2[CH:34]=[CH:33][CH:32]=[C:31]([C:35]#[N:36])[CH:30]=2)[C:24]=1C=O)[C:10]1[CH:15]=[CH:14][C:13]([C:16]#[N:17])=[CH:12][CH:11]=1)([CH3:6])([CH3:5])[CH3:4].C(=O)(O)[O-:40].[Na+].[O:44]1[CH2:48][CH2:47][CH2:46][CH2:45]1. Given the product [CH3:45][O:44][C:48](=[O:40])/[CH:47]=[CH:46]/[C:24]1[C:19]([CH2:18][N:9]([C:8]([O:7][C:3]([CH3:6])([CH3:5])[CH3:4])=[O:38])[C:10]2[CH:11]=[CH:12][C:13]([C:16]#[N:17])=[CH:14][CH:15]=2)=[CH:20][N:21]=[C:22]([CH3:37])[C:23]=1[O:27][CH2:28][C:29]1[CH:34]=[CH:33][CH:32]=[C:31]([C:35]#[N:36])[CH:30]=1, predict the reactants needed to synthesize it. (5) Given the product [Cl:27][C:11]1[N:10]=[C:9]2[C:14]([CH:15]=[N:16][C:7]3[N:8]2[N:24]=[C:5]([C:1]([CH3:4])([CH3:3])[CH3:2])[CH:6]=3)=[CH:13][C:12]=1[C:17]1[CH:22]=[CH:21][CH:20]=[CH:19][CH:18]=1, predict the reactants needed to synthesize it. The reactants are: [C:1]([C:5]1[CH:6]=[C:7]2[N:16]=[CH:15][C:14]3[CH:13]=[C:12]([C:17]4[CH:22]=[CH:21][CH:20]=[CH:19][CH:18]=4)[C:11](=O)[NH:10][C:9]=3[N:8]2[N:24]=1)([CH3:4])([CH3:3])[CH3:2].S(Cl)([Cl:27])=O.CN(C=O)C.